Dataset: Reaction yield outcomes from USPTO patents with 853,638 reactions. Task: Predict the reaction yield, written as a fraction of the theoretical maximum amount of product (1.0 means a 100% yield; for example, 0.34 means a 34% yield). (1) The reactants are [NH2:1][C:2]1[C:3]([F:23])=[CH:4][C:5]([Cl:22])=[C:6]([C:8]2[C:9](=[O:21])[N:10]([CH2:19][CH3:20])[C:11]3[C:16]([CH:17]=2)=[CH:15][N:14]=[C:13](Cl)[CH:12]=3)[CH:7]=1.[CH3:24][NH:25][CH3:26]. The catalyst is C1COCC1. The product is [NH2:1][C:2]1[C:3]([F:23])=[CH:4][C:5]([Cl:22])=[C:6]([C:8]2[C:9](=[O:21])[N:10]([CH2:19][CH3:20])[C:11]3[C:16]([CH:17]=2)=[CH:15][N:14]=[C:13]([N:25]([CH3:26])[CH3:24])[CH:12]=3)[CH:7]=1. The yield is 0.820. (2) The reactants are [Cl:1][C:2]1[CH:7]=[CH:6][C:5]([NH:8][C:9]2[S:10][CH:11]=[CH:12][N:13]=2)=[CH:4][C:3]=1[OH:14].C([O-])([O-])=O.[Cs+].[Cs+].ClC[C:23]1[CH2:27][CH2:26][CH2:25][CH:24]=1. The catalyst is CC(C)=O. The product is [Cl:1][C:2]1[CH:7]=[CH:6][C:5]([NH:8][C:9]2[S:10][CH:11]=[CH:12][N:13]=2)=[CH:4][C:3]=1[O:14][C:23]1[CH2:27][CH2:26][CH2:25][CH:24]=1. The yield is 0.250. (3) The reactants are [NH2:1][C:2]1[N:7]=[C:6]([N:8]([CH3:15])[C:9]2[CH:14]=[CH:13][CH:12]=[CH:11][CH:10]=2)[N:5]=[C:4]([C:16]2[N:20]=[C:19]([C:21]3[S:25][C:24]([C:26](O)=[O:27])=[CH:23][CH:22]=3)[O:18][N:17]=2)[N:3]=1.Cl.CN(C)CCCN=C=NCC.C1C=NC2N(O)N=NC=2C=1.[NH:51]1[CH2:56][CH2:55][O:54][CH2:53][CH2:52]1. The catalyst is CN(C=O)C.C(OCC)(=O)C. The product is [NH2:1][C:2]1[N:7]=[C:6]([N:8]([CH3:15])[C:9]2[CH:14]=[CH:13][CH:12]=[CH:11][CH:10]=2)[N:5]=[C:4]([C:16]2[N:20]=[C:19]([C:21]3[S:25][C:24]([C:26]([N:51]4[CH2:56][CH2:55][O:54][CH2:53][CH2:52]4)=[O:27])=[CH:23][CH:22]=3)[O:18][N:17]=2)[N:3]=1. The yield is 0.710.